The task is: Predict the reaction yield, written as a fraction of the theoretical maximum amount of product (1.0 means a 100% yield; for example, 0.34 means a 34% yield).. This data is from Reaction yield outcomes from USPTO patents with 853,638 reactions. (1) The reactants are [CH2:1]1[C:9]2[C:4](=[CH:5][CH:6]=[CH:7][CH:8]=2)[CH2:3][N:2]1[S:10]([C:13]1[CH:20]=[CH:19][C:16]([CH:17]=O)=[CH:15][CH:14]=1)(=[O:12])=[O:11].[NH2:21][CH2:22][C:23]1[CH:28]=[CH:27][CH:26]=[CH:25][N:24]=1.[BH4-].[Na+].C(=O)(O)[O-].[Na+]. The catalyst is CO. The product is [CH2:1]1[C:9]2[C:4](=[CH:5][CH:6]=[CH:7][CH:8]=2)[CH2:3][N:2]1[S:10]([C:13]1[CH:20]=[CH:19][C:16]([CH2:17][NH:21][CH2:22][C:23]2[CH:28]=[CH:27][CH:26]=[CH:25][N:24]=2)=[CH:15][CH:14]=1)(=[O:12])=[O:11]. The yield is 0.580. (2) The reactants are [CH3:1][O:2][C:3]1[N:11]=[CH:10][CH:9]=[CH:8][C:4]=1[C:5]([OH:7])=O.[CH3:12][NH:13][O:14][CH3:15].CN(C(ON1N=NC2C=CC=NC1=2)=[N+](C)C)C.F[P-](F)(F)(F)(F)F.CCN(C(C)C)C(C)C. The catalyst is ClCCl. The product is [CH3:15][O:14][N:13]([CH3:12])[C:5](=[O:7])[C:4]1[CH:8]=[CH:9][CH:10]=[N:11][C:3]=1[O:2][CH3:1]. The yield is 0.670. (3) The reactants are [Cl:1][C:2]1[CH:7]=[CH:6][C:5]([O:8][CH2:9][CH:10]=[CH:11][CH3:12])=[C:4](I)[CH:3]=1.C(=O)([O-])[O-].[Na+].[Na+].C([O-])=O.[Na+].[Cl-].C([NH3+])CCC. The yield is 0.600. The catalyst is C([O-])(=O)C.C([O-])(=O)C.[Pd+2].CN(C=O)C. The product is [Cl:1][C:2]1[CH:7]=[CH:6][C:5]2[O:8][CH:9]=[C:10]([CH2:11][CH3:12])[C:4]=2[CH:3]=1. (4) The reactants are [H-].[Na+].[C:3]([O:11][CH2:12][CH3:13])(=[O:10])[CH2:4][C:5]([O:7]CC)=O.O.Cl.[Cl:16][C:17]1[C:26]2[C:25](=O)[O:24][C:23](=O)[N:22](C)[C:21]=2[CH:20]=[CH:19][CH:18]=1. No catalyst specified. The product is [Cl:16][C:17]1[CH:18]=[CH:19][CH:20]=[C:21]2[C:26]=1[C:25]([OH:24])=[C:4]([C:3]([O:11][CH2:12][CH3:13])=[O:10])[C:5](=[O:7])[N:22]2[CH3:23]. The yield is 0.180.